Dataset: Full USPTO retrosynthesis dataset with 1.9M reactions from patents (1976-2016). Task: Predict the reactants needed to synthesize the given product. (1) Given the product [CH3:41][S:38]([C:35]1[CH:36]=[CH:37][C:32]([NH:12][CH2:13][CH2:14][C@H:15]2[CH2:17][C@@H:16]2[CH:18]2[CH2:23][CH2:22][N:21]([C:24]([O:26][C:27]([CH3:30])([CH3:29])[CH3:28])=[O:25])[CH2:20][CH2:19]2)=[CH:33][CH:34]=1)(=[O:40])=[O:39], predict the reactants needed to synthesize it. The reactants are: C1CCN2C(=NCCC2)CC1.[NH2:12][CH2:13][CH2:14][C@H:15]1[CH2:17][C@@H:16]1[CH:18]1[CH2:23][CH2:22][N:21]([C:24]([O:26][C:27]([CH3:30])([CH3:29])[CH3:28])=[O:25])[CH2:20][CH2:19]1.F[C:32]1[CH:37]=[CH:36][C:35]([S:38]([CH3:41])(=[O:40])=[O:39])=[CH:34][CH:33]=1. (2) Given the product [F:1][C:2]1[CH:7]=[CH:6][C:5]([NH:8][C:9]2[C:14]([C:15]3[C:23]4[CH:22]=[CH:21][NH:20][C:19](=[O:24])[C:18]=4[N:17]([CH3:26])[CH:16]=3)=[CH:13][C:12]([N+:27]([O-:29])=[O:28])=[CH:11][N:10]=2)=[CH:4][CH:3]=1, predict the reactants needed to synthesize it. The reactants are: [F:1][C:2]1[CH:7]=[CH:6][C:5]([NH:8][C:9]2[C:14]([C:15]3[C:23]4[C:18](=[C:19]([O:24]C)[N:20]=[CH:21][CH:22]=4)[N:17]([CH3:26])[CH:16]=3)=[CH:13][C:12]([N+:27]([O-:29])=[O:28])=[CH:11][N:10]=2)=[CH:4][CH:3]=1.Cl. (3) Given the product [CH:14]([N:11]1[CH2:12][CH2:13][NH:8][C@@H:9]([CH3:17])[CH2:10]1)([CH3:16])[CH3:15], predict the reactants needed to synthesize it. The reactants are: C([N:8]1[CH2:13][CH2:12][N:11]([CH:14]([CH3:16])[CH3:15])[CH2:10][C@@H:9]1[CH3:17])(OC(C)(C)C)=O.Cl. (4) The reactants are: Br[C:2]1[S:10][C:9]2[C:4](=[N:5][CH:6]=[CH:7][C:8]=2[O:11][C:12]2[CH:17]=[CH:16][C:15]([N+:18]([O-:20])=[O:19])=[CH:14][C:13]=2[F:21])[CH:3]=1.[OH:22][CH2:23][C:24]1[CH:29]=[CH:28][C:27](B(O)O)=[CH:26][CH:25]=1.C([O-])(O)=O.[Na+].[F-].[Cs+]. Given the product [F:21][C:13]1[CH:14]=[C:15]([N+:18]([O-:20])=[O:19])[CH:16]=[CH:17][C:12]=1[O:11][C:8]1[CH:7]=[CH:6][N:5]=[C:4]2[CH:3]=[C:2]([C:27]3[CH:28]=[CH:29][C:24]([CH2:23][OH:22])=[CH:25][CH:26]=3)[S:10][C:9]=12, predict the reactants needed to synthesize it. (5) Given the product [CH2:14]([C:13]1[N:12]=[C:11]([NH2:16])[N:10]=[C:9]([NH2:17])[C:8]=1[C:5]1[CH:6]=[CH:7][C:2]([NH:1][CH2:27][C:26]2[CH:25]=[CH:24][C:23]([S:20]([CH3:19])(=[O:22])=[O:21])=[CH:30][CH:29]=2)=[C:3]([CH3:18])[CH:4]=1)[CH3:15], predict the reactants needed to synthesize it. The reactants are: [NH2:1][C:2]1[CH:7]=[CH:6][C:5]([C:8]2[C:9]([NH2:17])=[N:10][C:11]([NH2:16])=[N:12][C:13]=2[CH2:14][CH3:15])=[CH:4][C:3]=1[CH3:18].[CH3:19][S:20]([C:23]1[CH:30]=[CH:29][C:26]([CH:27]=O)=[CH:25][CH:24]=1)(=[O:22])=[O:21].[BH3-]C#N.[Na+].